This data is from Full USPTO retrosynthesis dataset with 1.9M reactions from patents (1976-2016). The task is: Predict the reactants needed to synthesize the given product. Given the product [F:15][C:9]1[CH:10]=[C:11]([F:14])[CH:12]=[CH:13][C:8]=1[C:4]1[CH2:30][CH2:6][C:5]=1[N+:26]#[C-:25], predict the reactants needed to synthesize it. The reactants are: [H-].[Na+].Cl[CH:4]([C:8]1[CH:13]=[CH:12][C:11]([F:14])=[CH:10][C:9]=1[F:15])[CH2:5][CH2:6]Cl.C1(C)C(S([CH2:25][N+:26]#[C-])(=O)=O)=CC=CC=1.O.[CH3:30]S(C)=O.